Dataset: Catalyst prediction with 721,799 reactions and 888 catalyst types from USPTO. Task: Predict which catalyst facilitates the given reaction. (1) Reactant: [CH3:1][C:2]1[CH:7]=[CH:6][C:5]([C:8]2[CH:13]=[C:12]([C:14](=[O:24])[NH:15][CH2:16][C:17]3[CH:18]=[N:19][C:20]([CH3:23])=[N:21][CH:22]=3)[CH:11]=[C:10]([C:25]([OH:27])=O)[CH:9]=2)=[CH:4][CH:3]=1.Cl.CN(C)CCCN=C=NCC.O.ON1C2C=CC=CC=2N=N1.Cl.[F:52][C:53]1([F:58])[CH2:57][CH2:56][NH:55][CH2:54]1.C(N(CC)C(C)C)(C)C. Product: [F:52][C:53]1([F:58])[CH2:57][CH2:56][N:55]([C:25]([C:10]2[CH:11]=[C:12]([C:14]([NH:15][CH2:16][C:17]3[CH:22]=[N:21][C:20]([CH3:23])=[N:19][CH:18]=3)=[O:24])[CH:13]=[C:8]([C:5]3[CH:6]=[CH:7][C:2]([CH3:1])=[CH:3][CH:4]=3)[CH:9]=2)=[O:27])[CH2:54]1. The catalyst class is: 2. (2) Reactant: [C:1]([C:3]1[C:29]([F:30])=[CH:28][C:6]([C:7]([NH:9][C:10]2[C:15]([CH3:16])=[CH:14][C:13]([C:17]([F:26])([C:22]([F:25])([F:24])[F:23])[C:18]([F:21])([F:20])[F:19])=[CH:12][C:11]=2[CH3:27])=[O:8])=[C:5]([F:31])[C:4]=1[N+:32]([O-])=O)#[N:2].[H][H]. Product: [NH2:32][C:4]1[C:5]([F:31])=[C:6]([CH:28]=[C:29]([F:30])[C:3]=1[C:1]#[N:2])[C:7]([NH:9][C:10]1[C:15]([CH3:16])=[CH:14][C:13]([C:17]([F:26])([C:18]([F:19])([F:20])[F:21])[C:22]([F:24])([F:25])[F:23])=[CH:12][C:11]=1[CH3:27])=[O:8]. The catalyst class is: 19. (3) Reactant: [NH2:1][C:2]1[CH:3]=[C:4]([CH2:9][OH:10])[CH:5]=[CH:6][C:7]=1[Cl:8].[CH3:11][O:12][C:13]1[CH:14]=[C:15]([S:21](Cl)(=[O:23])=[O:22])[CH:16]=[CH:17][C:18]=1[O:19][CH3:20]. Product: [Cl:8][C:7]1[CH:6]=[CH:5][C:4]([CH2:9][OH:10])=[CH:3][C:2]=1[NH:1][S:21]([C:15]1[CH:16]=[CH:17][C:18]([O:19][CH3:20])=[C:13]([O:12][CH3:11])[CH:14]=1)(=[O:23])=[O:22]. The catalyst class is: 17.